This data is from Drug-target binding data from BindingDB using IC50 measurements. The task is: Regression. Given a target protein amino acid sequence and a drug SMILES string, predict the binding affinity score between them. We predict pIC50 (pIC50 = -log10(IC50 in M); higher means more potent). Dataset: bindingdb_ic50. (1) The target protein (Q8WN95) has sequence MSEMSSFLHIGDIVSLYAEGSVNGFISTLGLVDDRCVVEPAAGDLDNPPKKFRDCLFKVCPMNRYSAQKQYWKAKQTKQDKEKIADVVLLQKLQHAAQMEQKQNDTENKKVHGDVVKYGSVIQLLHMKSNKYLTVNKRLPALLEKNAMRVTLDATGNEGSWLFIQPFWKLRSNGDNVVVGDKVILNPVNAGQPLHASNYELSDNAGCKEVNSVNCNTSWKINLFMQFRDHLEEVLKGGDVVRLFHAEQEKFLTCDEYRGKLQVFLRTTLRQSATSATSSNALWEVEVVHHDPCRGGAGHWNGLYRFKHLATGNYLAAEENPSYKGDASDPKAAGTGAQGRTGRRNAGEKIKYRLVAVPHGNDIASLFELDPTTLQKTDSFVPRNSYVRLRHLCTNTWIQSTNVPIDVEEERPIRLMLGTCPTKEDKEAFAIVSVPVSEIRDLDFANDASSMLASAVEKLHEGFISQNDRRFVIQLLEDLVFFVSDVPNNGQNVLDIMVTK.... The small molecule is O=P(O)(O)O[C@@H]1[C@@H](F)[C@H](OP(=O)(O)O)[C@H](O)[C@H](O)[C@H]1OP(=O)(O)O. The pIC50 is 5.7. (2) The small molecule is Cc1cccc(C(=O)Nc2cccc(C(=O)/C=C/c3ccc4c(c3)c3ccccc3n4C)c2)c1. The target protein (O42713) has sequence MSLIATVGPTGGVKNRLNIVDFVKNEKFFTLYVRSLELLQAKEQHDYSSFFQLAGIHGLPFTEWAKERPSMNLYKAGYCTHGQVLFPTWHRTYLSVLEQILQGAAIEVAKKFTSNQTDWVQAAQDLRQPYWDWGFELMPPDEVIKNEEVNITNYDGKKISVKNPILRYHFHPIDPSFKPYGDFATWRTTVRNPDRNRREDIPGLIKKMRLEEGQIREKTYNMLKFNDAWERFSNHGISDDQHANSLESVHDDIHVMVGYGKIEGHMDHPFFAAFDPIFWLHHTNVDRLLSLWKAINPDVWVTSGRNRDGTMGIAPNAQINSETPLEPFYQSGDKVWTSASLADTARLGYSYPDFDKLVGGTKELIRDAIDDLIDERYGSKPSSGARNTAFDLLADFKGITKEHKEDLKMYDWTIHVAFKKFELKESFSLLFYFASDGGDYDQENCFVGSINAFRGTAPETCANCQDNENLIQEGFIHLNHYLARDLESFEPQDVHKFLKE.... The pIC50 is 4.5. (3) The small molecule is C=CC(=O)Nc1cc(Nc2ncc3c(C)cc(-c4cnn(C)c4)n3n2)c(OC)cc1N1CCC(N(C)C)CC1. The target protein sequence is MRRRHIVRKRTLRRLLQERELVEPLTPSGEAPNQALLRILKETEFKKIKVLGSGAFGTVYKGLWIPEGEKVKIPVAIKELREATSPKANKEILDEAYVMASVDNPHVCRLLGICLTSTVQLIMQLMPFGCLLDYVREHKDNIGSQYLLNWCVQIAKGMNYLEDRRLVHRDLAARNVLVKTPQHVKITDFGRAKLLGAEEKEYHAEGGKVPIKWMALESILHRIYTHQSDVWSYGVTVWELMTFGSKPYDGIPASEISSILEKGERLPQPPICTIDVYMIMVKCWMIDADSRPKFRELIIEFSKMARDPQRYLVIQGDERMHLPSPTDSNFYRALMDEEDMDDVVDADEYLIPQQGFFSSPSTSRTPLLSSLSATSNNSTVACIDRNGLQSCPIKEDSFLQRYSSDPTGALTEDSIDDTFLPVPEYINQSVPKRPAGSVQNPVYHNQPLNPAPSRDPHYQDPHSTAVGNPEYLNTVQPTCVNSTFDSPAHWAQKGSHQISL.... The pIC50 is 6.5. (4) The drug is Cc1ccc(S(=O)(=O)Nc2cccc(S(N)(=O)=O)c2)cc1. The target protein (P09487) has sequence MISPFLLLAIGTCFASSLVPEKEKDPKYWRDQAQQTLKNALRLQTLNTNVAKNVIMFLGDGMGVSTVTAARILKGQLHHSPGEETKLEMDKFPYVALSKTYNTNAQVPDSAGTATAYLCGVKANEGTVGVSAATQRSQCNTTQGNEVTSILRWAKDAGKSVGIVTTTRVNHATPSASYAHSADRDWYSDNEMPPEALSQGCKDIAYQLMHNIKDIEVIMGGGRKYMFPKNRTDVEYELDEKARGTRLDGLNLIDIWKSFKPKHKHSHYVWNRTDLLALDPHSVDYLLGLFEPGDMQYELNRNNATDPSLSEMVEMAIRILNKNPKGFFLLVEGGRIDHGHHEGKAKQALHEAVEMDQAIGQAGAMTSVEDTLTVVTADHSHVFTFGGYTPRGNSIFGLAPMVSDTDKKPFTAILYGNGPGYKVVGGERENVSMVDYAHNNYQAQSAVPLRHETHGGEDVAVFAKGPMAHLLHGVHEQNYIPHVMAYAACIGANRDHCASA.... The pIC50 is 5.7. (5) The drug is Cc1ccc(Cn2c(=O)n(CCC(=O)O)c(=O)[nH]/c2=N\c2ccc(OC3CC3)c(Cl)c2)cc1. The target protein (P56373) has sequence MNCISDFFTYETTKSVVVKSWTIGIINRVVQLLIISYFVGWVFLHEKAYQVRDTAIESSVVTKVKGSGLYANRVMDVSDYVTPPQGTSVFVIITKMIVTENQMQGFCPESEEKYRCVSDSQCGPERLPGGGILTGRCVNYSSVLRTCEIQGWCPTEVDTVETPIMMEAENFTIFIKNSIRFPLFNFEKGNLLPNLTARDMKTCRFHPDKDPFCPILRVGDVVKFAGQDFAKLARTGGVLGIKIGWVCDLDKAWDQCIPKYSFTRLDSVSEKSSVSPGYNFRFAKYYKMENGSEYRTLLKAFGIRFDVLVYGNAGKFNIIPTIISSVAAFTSVGVGTVLCDIILLNFLKGADQYKAKKFEEVNETTLKIAALTNPVYPSDQTTAEKQSTDSGAFSIGH. The pIC50 is 7.0.